Dataset: Reaction yield outcomes from USPTO patents with 853,638 reactions. Task: Predict the reaction yield, written as a fraction of the theoretical maximum amount of product (1.0 means a 100% yield; for example, 0.34 means a 34% yield). (1) The reactants are [CH2:1]([O:3][C:4](=[O:12])[C:5]1[CH:10]=[CH:9][C:8]([NH2:11])=[CH:7][CH:6]=1)[CH3:2].[CH3:13][O:14][C:15](=[O:24])[C:16]1[CH:21]=[CH:20][CH:19]=[C:18]([CH:22]=O)[CH:17]=1.[CH2:25]=[C:26]([CH3:28])[CH3:27].FC(F)(F)S([O-])(=O)=O.[Yb+3].FC(F)(F)S([O-])(=O)=O.FC(F)(F)S([O-])(=O)=O. The catalyst is C(#N)C.C(OCC)(=O)C. The product is [CH2:1]([O:3][C:4]([C:5]1[CH:10]=[C:9]2[C:8](=[CH:7][CH:6]=1)[NH:11][CH:22]([C:18]1[CH:19]=[CH:20][CH:21]=[C:16]([C:15]([O:14][CH3:13])=[O:24])[CH:17]=1)[CH2:25][C:26]2([CH3:28])[CH3:27])=[O:12])[CH3:2]. The yield is 0.350. (2) The reactants are Br.[Cl:2][C:3]1[C:4]([O:24]C)=[N:5][C:6](/[C:9](/[C:16]2[CH:21]=[CH:20][C:19]([S:22][CH3:23])=[CH:18][CH:17]=2)=[CH:10]/[CH:11]2[CH2:15][CH2:14][CH2:13][CH2:12]2)=[CH:7][CH:8]=1.O. The catalyst is O1CCOCC1. The product is [Cl:2][C:3]1[C:4](=[O:24])[NH:5][C:6](/[C:9](/[C:16]2[CH:21]=[CH:20][C:19]([S:22][CH3:23])=[CH:18][CH:17]=2)=[CH:10]/[CH:11]2[CH2:15][CH2:14][CH2:13][CH2:12]2)=[CH:7][CH:8]=1. The yield is 0.710. (3) The reactants are [CH2:1]([C:4]([C:10]1[CH:15]=[CH:14][C:13]([Br:16])=[CH:12][CH:11]=1)([CH2:7][CH:8]=[CH2:9])[CH2:5][OH:6])[CH:2]=[CH2:3].[F:17][C:18]([F:33])([F:32])[C:19]1[CH:24]=[CH:23][C:22]([C:25]2[CH:30]=[CH:29][C:28](O)=[CH:27][CH:26]=2)=[CH:21][CH:20]=1.C1(P(C2C=CC=CC=2)C2C=CC=CC=2)C=CC=CC=1.N(C(N1CCCCC1)=O)=NC(N1CCCCC1)=O. The catalyst is C1(C)C=CC=CC=1.CO. The product is [CH2:1]([C:4]([C:10]1[CH:11]=[CH:12][C:13]([Br:16])=[CH:14][CH:15]=1)([CH2:7][CH:8]=[CH2:9])[CH2:5][O:6][C:28]1[CH:27]=[CH:26][C:25]([C:22]2[CH:23]=[CH:24][C:19]([C:18]([F:17])([F:32])[F:33])=[CH:20][CH:21]=2)=[CH:30][CH:29]=1)[CH:2]=[CH2:3]. The yield is 0.610.